The task is: Predict the reactants needed to synthesize the given product.. This data is from Full USPTO retrosynthesis dataset with 1.9M reactions from patents (1976-2016). (1) Given the product [F:1][C:2]1[C:7]([F:8])=[CH:6][C:5]([C:9](=[O:11])[CH3:10])=[C:4]([O:12][CH2:19][O:20][CH3:21])[CH:3]=1, predict the reactants needed to synthesize it. The reactants are: [F:1][C:2]1[C:7]([F:8])=[CH:6][C:5]([C:9](=[O:11])[CH3:10])=[C:4]([OH:12])[CH:3]=1.C([O-])([O-])=O.[K+].[K+].[CH2:19](Cl)[O:20][CH3:21].O. (2) Given the product [Cl:1][C:2]1[N:7]=[C:6]([C:8]2[O:12][C:11]([C:13]([CH3:16])([CH3:15])[CH3:14])=[N:10][C:9]=2[C:17]2[C:18]([F:24])=[C:19]([NH:20][S:33]([C:27]3[C:28]([F:32])=[CH:29][CH:30]=[CH:31][C:26]=3[F:25])(=[O:35])=[O:34])[CH:21]=[CH:22][CH:23]=2)[CH:5]=[CH:4][N:3]=1, predict the reactants needed to synthesize it. The reactants are: [Cl:1][C:2]1[N:7]=[C:6]([C:8]2[O:12][C:11]([C:13]([CH3:16])([CH3:15])[CH3:14])=[N:10][C:9]=2[C:17]2[C:18]([F:24])=[C:19]([CH:21]=[CH:22][CH:23]=2)[NH2:20])[CH:5]=[CH:4][N:3]=1.[F:25][C:26]1[CH:31]=[CH:30][CH:29]=[C:28]([F:32])[C:27]=1[S:33](Cl)(=[O:35])=[O:34].